This data is from Peptide-MHC class II binding affinity with 134,281 pairs from IEDB. The task is: Regression. Given a peptide amino acid sequence and an MHC pseudo amino acid sequence, predict their binding affinity value. This is MHC class II binding data. (1) The peptide sequence is PYLGYCALLPLLTEE. The MHC is DRB1_0405 with pseudo-sequence DRB1_0405. The binding affinity (normalized) is 0.777. (2) The peptide sequence is LERLQRKHGGMLVRNPL. The MHC is DRB1_0301 with pseudo-sequence DRB1_0301. The binding affinity (normalized) is 0.176. (3) The peptide sequence is RNEVVNDVSTYASGK. The MHC is DRB1_1201 with pseudo-sequence DRB1_1201. The binding affinity (normalized) is 0.263. (4) The MHC is DRB5_0101 with pseudo-sequence DRB5_0101. The peptide sequence is FNGGESKLKAEATTD. The binding affinity (normalized) is 0.328. (5) The peptide sequence is PHPLEKKITQWLETKGV. The MHC is DRB1_1302 with pseudo-sequence DRB1_1302. The binding affinity (normalized) is 0. (6) The MHC is DRB1_1101 with pseudo-sequence DRB1_1101. The peptide sequence is STVFLVPRRHGKTWF. The binding affinity (normalized) is 0.819. (7) The peptide sequence is AGALEVHAVKPVTEE. The MHC is DRB1_1001 with pseudo-sequence DRB1_1001. The binding affinity (normalized) is 0.300.